This data is from Catalyst prediction with 721,799 reactions and 888 catalyst types from USPTO. The task is: Predict which catalyst facilitates the given reaction. (1) Reactant: Cl[C:2]1[C:11]2[C:6](=[CH:7][CH:8]=[CH:9][CH:10]=2)[C:5]([CH2:12][O:13][CH2:14][C:15]#[CH:16])=[N:4][N:3]=1.[NH2:17][C:18]1[CH:32]=[CH:31][C:21]2[N:22]([C:25]3[CH:30]=[CH:29][CH:28]=[CH:27][CH:26]=3)[CH:23]=[N:24][C:20]=2[CH:19]=1. Product: [C:25]1([N:22]2[C:21]3[CH:31]=[CH:32][C:18]([NH:17][C:2]4[C:11]5[C:6](=[CH:7][CH:8]=[CH:9][CH:10]=5)[C:5]([CH2:12][O:13][CH2:14][C:15]#[CH:16])=[N:4][N:3]=4)=[CH:19][C:20]=3[N:24]=[CH:23]2)[CH:30]=[CH:29][CH:28]=[CH:27][CH:26]=1. The catalyst class is: 41. (2) Reactant: [CH2:1]([O:3][C:4]1[CH:9]=[CH:8][C:7]([C:10]2[CH:11]=[C:12]3[C:16](=[CH:17][CH:18]=2)[C:15](=[O:19])[O:14][CH2:13]3)=[C:6]([OH:20])[C:5]=1[O:21][CH3:22])[CH3:2].C(=O)([O-])[O-].[K+].[K+].Br[CH2:30][C:31]1([CH3:35])[CH2:34][O:33][CH2:32]1. Product: [CH2:1]([O:3][C:4]1[CH:9]=[CH:8][C:7]([C:10]2[CH:11]=[C:12]3[C:16](=[CH:17][CH:18]=2)[C:15](=[O:19])[O:14][CH2:13]3)=[C:6]([O:20][CH2:30][C:31]2([CH3:35])[CH2:34][O:33][CH2:32]2)[C:5]=1[O:21][CH3:22])[CH3:2]. The catalyst class is: 10. (3) Reactant: C([Li])CCC.[Br-].[CH2:7]([PH2+]C1C=CC=CC=1)[CH2:8][CH2:9][CH2:10][CH2:11][CH2:12][CH3:13].[CH2:21]([O:28][C:29]1[CH:30]=[CH:31][C:32]2[O:36][C:35]([CH:37]=O)=[CH:34][C:33]=2[C:39]=1[C:40]([CH3:43])([CH3:42])[CH3:41])[C:22]1[CH:27]=[CH:26][CH:25]=[CH:24][CH:23]=1.[Cl-].[NH4+]. The catalyst class is: 7. Product: [CH2:21]([O:28][C:29]1[CH:30]=[CH:31][C:32]2[O:36][C:35]([CH:37]=[CH:7][CH2:8][CH2:9][CH2:10][CH2:11][CH2:12][CH3:13])=[CH:34][C:33]=2[C:39]=1[C:40]([CH3:41])([CH3:43])[CH3:42])[C:22]1[CH:27]=[CH:26][CH:25]=[CH:24][CH:23]=1. (4) Reactant: [CH3:1][C:2]1[CH:7]=[CH:6][C:5]([N+:8]([O-])=O)=[CH:4][C:3]=1[NH:11][C:12](=[O:21])[CH:13]=[CH:14][C:15]1[CH:16]=[N:17][CH:18]=[N:19][CH:20]=1.C(O)C.[Cl-].[NH4+].C(=O)([O-])[O-].[K+].[K+]. Product: [NH2:8][C:5]1[CH:6]=[CH:7][C:2]([CH3:1])=[C:3]([NH:11][C:12](=[O:21])[CH:13]=[CH:14][C:15]2[CH:20]=[N:19][CH:18]=[N:17][CH:16]=2)[CH:4]=1. The catalyst class is: 150. (5) Reactant: [NH2:1][C:2]1[CH:7]=[CH:6][CH:5]=[CH:4][C:3]=1[C:8](=[S:10])[NH2:9].Cl[CH:12]([C:17]([CH3:19])=O)[C:13]([NH:15][CH3:16])=[O:14]. Product: [NH2:1][C:2]1[CH:7]=[CH:6][CH:5]=[CH:4][C:3]=1[C:8]1[S:10][C:12]([C:13]([NH:15][CH3:16])=[O:14])=[C:17]([CH3:19])[N:9]=1. The catalyst class is: 8.